The task is: Regression. Given a peptide amino acid sequence and an MHC pseudo amino acid sequence, predict their binding affinity value. This is MHC class II binding data.. This data is from Peptide-MHC class II binding affinity with 134,281 pairs from IEDB. (1) The peptide sequence is GELQIVDKIDAAFKI. The MHC is DRB1_1201 with pseudo-sequence DRB1_1201. The binding affinity (normalized) is 0.648. (2) The peptide sequence is GQNYTYKWETFLTRE. The MHC is HLA-DQA10501-DQB10301 with pseudo-sequence HLA-DQA10501-DQB10301. The binding affinity (normalized) is 0.0698. (3) The peptide sequence is VFTEIDSQDVDKS. The MHC is DRB1_1501 with pseudo-sequence DRB1_1501. The binding affinity (normalized) is 0. (4) The peptide sequence is GDLYIFESRAICKYA. The MHC is DRB1_0301 with pseudo-sequence DRB1_0301. The binding affinity (normalized) is 0.660. (5) The peptide sequence is EGPEEHEILNDSGET. The MHC is HLA-DQA10201-DQB10301 with pseudo-sequence HLA-DQA10201-DQB10301. The binding affinity (normalized) is 0.271. (6) The peptide sequence is VVIEELFNRIPETSV. The MHC is DRB1_0301 with pseudo-sequence DRB1_0301. The binding affinity (normalized) is 0.273.